This data is from Full USPTO retrosynthesis dataset with 1.9M reactions from patents (1976-2016). The task is: Predict the reactants needed to synthesize the given product. (1) The reactants are: Cl.[N:2]1[CH:7]=[CH:6][CH:5]=[CH:4][C:3]=1[C:8](=[NH:10])[NH2:9].O.[NH2:12]N.[C:14]([NH:17][CH:18]([CH3:26])[C:19](=O)[C:20](OCC)=[O:21])(=[O:16])[CH3:15].CS(C)=O. Given the product [O:21]=[C:20]1[C:19]([CH:18]([NH:17][C:14](=[O:16])[CH3:15])[CH3:26])=[N:12][N:9]=[C:8]([C:3]2[CH:4]=[CH:5][CH:6]=[CH:7][N:2]=2)[NH:10]1, predict the reactants needed to synthesize it. (2) Given the product [CH3:19][O:18][C:16]([NH:1][CH:2]([CH:3]([CH3:5])[CH3:4])[C:6]([OH:8])=[O:7])=[O:17], predict the reactants needed to synthesize it. The reactants are: [NH2:1][C@@H:2]([C:6]([OH:8])=[O:7])[CH:3]([CH3:5])[CH3:4].C(=O)([O-])[O-].[Na+].[Na+].Cl[C:16]([O:18][CH3:19])=[O:17]. (3) Given the product [F:1][C:2]1[C:11]([CH2:12][C:13]2[N:17]3[N:18]=[C:19](/[C:22](=[N:26]/[NH:27][C:28]([NH2:30])=[O:29])/[CH3:23])[CH:20]=[CH:21][C:16]3=[N:15][N:14]=2)=[C:10]([F:25])[CH:9]=[C:8]2[C:3]=1[CH:4]=[CH:5][CH:6]=[N:7]2, predict the reactants needed to synthesize it. The reactants are: [F:1][C:2]1[C:11]([CH2:12][C:13]2[N:17]3[N:18]=[C:19]([C:22](=O)[CH3:23])[CH:20]=[CH:21][C:16]3=[N:15][N:14]=2)=[C:10]([F:25])[CH:9]=[C:8]2[C:3]=1[CH:4]=[CH:5][CH:6]=[N:7]2.[NH2:26][NH:27][C:28]([NH2:30])=[O:29].C(=O)(O)[O-].[Na+]. (4) Given the product [CH2:1]([O:3][C:4]([C:6]1[NH:7][C:8]2[C:13]([C:14]=1[CH2:15][CH2:16][CH2:17][NH:18][C:19]([O:21][C:22]([CH3:25])([CH3:24])[CH3:23])=[O:20])=[CH:12][C:11]([NH:26][C:32]([NH2:31])=[O:33])=[CH:10][CH:9]=2)=[O:5])[CH3:2], predict the reactants needed to synthesize it. The reactants are: [CH2:1]([O:3][C:4]([C:6]1[NH:7][C:8]2[C:13]([C:14]=1[CH2:15][CH2:16][CH2:17][NH:18][C:19]([O:21][C:22]([CH3:25])([CH3:24])[CH3:23])=[O:20])=[CH:12][C:11]([NH2:26])=[CH:10][CH:9]=2)=[O:5])[CH3:2].C[Si]([N:31]=[C:32]=[O:33])(C)C. (5) Given the product [CH3:14][O:13][C:11]([C:10]1[CH:9]([C:4]2[CH:5]=[CH:6][C:7]([F:8])=[C:2]([F:1])[CH:3]=2)[NH:29][C:27]([O:26][CH3:25])=[N:28][C:15]=1[CH2:16][O:17][CH3:18])=[O:12], predict the reactants needed to synthesize it. The reactants are: [F:1][C:2]1[CH:3]=[C:4]([CH:9]=[C:10]([C:15](=O)[CH2:16][O:17][CH3:18])[C:11]([O:13][CH3:14])=[O:12])[CH:5]=[CH:6][C:7]=1[F:8].S(O)(O)(=O)=O.[CH3:25][O:26][C:27](=[NH:29])[NH2:28].[CH3:25][O:26][C:27](=[NH:29])[NH2:28].C(=O)(O)[O-].[Na+]. (6) Given the product [CH2:7]([NH:15][CH2:29][CH2:28][CH:27]([O:26][C:17]1[CH:18]=[CH:19][C:20]2[C:25](=[CH:24][CH:23]=[CH:22][CH:21]=2)[CH:16]=1)[CH3:1])[CH2:8][CH2:9][CH2:10][CH2:11][CH2:12][CH2:13][CH3:14], predict the reactants needed to synthesize it. The reactants are: [C:1](=O)([O-])[O-].[K+].[K+].[CH2:7]([NH2:15])[CH2:8][CH2:9][CH2:10][CH2:11][CH2:12][CH2:13][CH3:14].[CH:16]1[C:25]2[C:20](=[CH:21][CH:22]=[CH:23][CH:24]=2)[CH:19]=[CH:18][C:17]=1[O:26][CH2:27][CH2:28][CH2:29]CCl. (7) Given the product [CH2:29]([C:8]1[CH:7]=[C:6]([O:5][CH2:4][CH2:3][CH2:2][NH:32][CH3:31])[CH:11]=[CH:10][C:9]=1[C:12]1[N:16]=[C:15]([C:17]2[CH:18]=[CH:19][C:20]([O:25][CH:26]([CH3:28])[CH3:27])=[C:21]([CH:24]=2)[C:22]#[N:23])[O:14][N:13]=1)[CH3:30], predict the reactants needed to synthesize it. The reactants are: Br[CH2:2][CH2:3][CH2:4][O:5][C:6]1[CH:11]=[CH:10][C:9]([C:12]2[N:16]=[C:15]([C:17]3[CH:18]=[CH:19][C:20]([O:25][CH:26]([CH3:28])[CH3:27])=[C:21]([CH:24]=3)[C:22]#[N:23])[O:14][N:13]=2)=[C:8]([CH2:29][CH3:30])[CH:7]=1.[CH3:31][NH2:32]. (8) Given the product [Cl:1][C:2]1[C:7]([C:8](=[O:11])[CH2:9][CH3:10])=[CH:6][N:5]=[C:4]([S:12][CH3:13])[N:3]=1, predict the reactants needed to synthesize it. The reactants are: [Cl:1][C:2]1[C:7]([CH:8]([OH:11])[CH2:9][CH3:10])=[CH:6][N:5]=[C:4]([S:12][CH3:13])[N:3]=1.C1C=C[NH+]=CC=1.[O-][Cr](Cl)(=O)=O. (9) Given the product [F:20][C:2]1([F:1])[CH2:3][C:4]2[S:8][C:7]([NH:9][C:30]([C:21]3[CH2:26][CH2:25][CH2:24][CH2:23][C:22]=3[C:27]([OH:29])=[O:28])=[O:31])=[C:6]([C:10]3[S:11][CH:12]=[C:13]([CH:15]([CH3:17])[CH3:16])[N:14]=3)[C:5]=2[CH2:18][CH2:19]1, predict the reactants needed to synthesize it. The reactants are: [F:1][C:2]1([F:20])[CH2:19][CH2:18][C:5]2[C:6]([C:10]3[S:11][CH:12]=[C:13]([CH:15]([CH3:17])[CH3:16])[N:14]=3)=[C:7]([NH2:9])[S:8][C:4]=2[CH2:3]1.[C:21]12[C:30](=[O:31])[O:29][C:27](=[O:28])[C:22]=1[CH2:23][CH2:24][CH2:25][CH2:26]2.